This data is from CYP2C19 inhibition data for predicting drug metabolism from PubChem BioAssay. The task is: Regression/Classification. Given a drug SMILES string, predict its absorption, distribution, metabolism, or excretion properties. Task type varies by dataset: regression for continuous measurements (e.g., permeability, clearance, half-life) or binary classification for categorical outcomes (e.g., BBB penetration, CYP inhibition). Dataset: cyp2c19_veith. The molecule is COc1ccc2[nH]cc(CCNc3ccnc(-c4ccccc4C(F)(F)F)n3)c2c1. The result is 1 (inhibitor).